Dataset: Full USPTO retrosynthesis dataset with 1.9M reactions from patents (1976-2016). Task: Predict the reactants needed to synthesize the given product. (1) Given the product [I:17][C:10]1[CH:15]=[C:14]([C:2]2[O:1][CH:5]=[CH:4][CH:3]=2)[N:13]=[CH:12][N:11]=1, predict the reactants needed to synthesize it. The reactants are: [O:1]1[CH:5]=[CH:4][CH:3]=[C:2]1B(O)O.Cl[C:10]1[CH:15]=[C:14](Cl)[N:13]=[CH:12][N:11]=1.[IH:17]. (2) Given the product [O:47]=[C:45]1[N:21]([C@@H:18]2[CH2:17][CH2:16][C@H:15]([CH2:14][C:13]([NH:12][C:9]3[S:10][CH:11]=[C:7]([C:4]4[CH:5]=[CH:6][C:1]([CH3:34])=[CH:2][CH:3]=4)[N:8]=3)=[O:33])[CH2:20][CH2:19]2)[CH2:22][C:23]([C:24]([F:25])([F:27])[F:26])([C:28]([F:29])([F:30])[F:31])[O:32]1, predict the reactants needed to synthesize it. The reactants are: [C:1]1([CH3:34])[CH:6]=[CH:5][C:4]([C:7]2[N:8]=[C:9]([NH:12][C:13](=[O:33])[CH2:14][C@H:15]3[CH2:20][CH2:19][C@@H:18]([NH:21][CH2:22][C:23]([OH:32])([C:28]([F:31])([F:30])[F:29])[C:24]([F:27])([F:26])[F:25])[CH2:17][CH2:16]3)[S:10][CH:11]=2)=[CH:3][CH:2]=1.CCN(C(C)C)C(C)C.Cl[C:45](Cl)([O:47]C(=O)OC(Cl)(Cl)Cl)Cl. (3) Given the product [O:18]=[C:12]1[NH:11][C:10](=[S:19])[N:9]([CH2:8][C:7]2[CH:20]=[CH:21][CH:22]=[CH:23][C:6]=2[CH:2]=[O:1])[C:14]2[CH:15]=[CH:16][NH:17][C:13]1=2, predict the reactants needed to synthesize it. The reactants are: [O:1]1CCO[CH:2]1[C:6]1[CH:23]=[CH:22][CH:21]=[CH:20][C:7]=1[CH2:8][N:9]1[C:14]2[CH:15]=[CH:16][NH:17][C:13]=2[C:12](=[O:18])[NH:11][C:10]1=[S:19].C(O)(C(F)(F)F)=O.